The task is: Predict the reaction yield, written as a fraction of the theoretical maximum amount of product (1.0 means a 100% yield; for example, 0.34 means a 34% yield).. This data is from Reaction yield outcomes from USPTO patents with 853,638 reactions. The reactants are [C:1]([C:3]1[CH:4]=[C:5]([S:9]([NH:12][C@H:13]2[CH2:18][CH2:17][C@@H:16]([C:19]3[CH:24]=[CH:23][C:22]([OH:25])=[CH:21][C:20]=3[OH:26])[CH2:15][CH2:14]2)(=[O:11])=[O:10])[CH:6]=[CH:7][CH:8]=1)#[N:2].[NH4+].[Cl-].[N-:29]=[N+:30]=[N-:31].[Na+]. The catalyst is CN(C=O)C. The product is [OH:26][C:20]1[CH:21]=[C:22]([OH:25])[CH:23]=[CH:24][C:19]=1[C@@H:16]1[CH2:15][CH2:14][C@H:13]([NH:12][S:9]([C:5]2[CH:6]=[CH:7][CH:8]=[C:3]([C:1]3[NH:31][N:30]=[N:29][N:2]=3)[CH:4]=2)(=[O:11])=[O:10])[CH2:18][CH2:17]1. The yield is 0.720.